From a dataset of Forward reaction prediction with 1.9M reactions from USPTO patents (1976-2016). Predict the product of the given reaction. (1) Given the reactants C([O:3][C:4](=O)[CH2:5][O:6][C:7]1[CH:12]=[CH:11][C:10]([F:13])=[CH:9][C:8]=1[F:14])C.C(OCC)=O.[H-].[Na+].[O-]CC.[Na+].S(O)(O)(=O)=O.[CH3:32][S:33][C:34](=[NH:36])[NH2:35].[CH3:37]SC(=N)N, predict the reaction product. The product is: [F:14][C:8]1[CH:9]=[C:10]([F:13])[CH:11]=[CH:12][C:7]=1[O:6][C:5]1[C:4]([OH:3])=[N:36][C:34]([S:33][CH3:32])=[N:35][CH:37]=1. (2) Given the reactants IC1C=C2C(=CC=1)NC(=O)C2=O.B(O)(O)C1C=CC2C(=CC=CC=2)C=1.[C:26]([O-:29])(O)=[O:27].[Na+].[CH:31]1[C:40]2[C:35](=[CH:36][CH:37]=[CH:38][CH:39]=2)[CH:34]=[C:33]([C:41]2[CH:42]=[C:43]3[C:47](=[CH:48][CH:49]=2)[NH:46]C(=O)C3=O)[CH:32]=1, predict the reaction product. The product is: [NH2:46][C:47]1[CH:48]=[CH:49][C:41]([C:33]2[CH:32]=[CH:31][C:40]3[C:35]([CH:34]=2)=[CH:36][CH:37]=[CH:38][CH:39]=3)=[CH:42][C:43]=1[C:26]([OH:29])=[O:27]. (3) Given the reactants [NH2:1][C:2]1[N:7]=[C:6]([C:8]2[CH:15]=[CH:14][C:11]([C:12]#[N:13])=[C:10](F)[CH:9]=2)[CH:5]=[C:4]([N:17]2[CH2:21][CH2:20][CH2:19][CH:18]2[C:22]([F:25])([F:24])[F:23])[N:3]=1.O.[NH2:27][NH2:28], predict the reaction product. The product is: [NH2:1][C:2]1[N:7]=[C:6]([C:8]2[CH:15]=[C:14]3[C:11]([C:12]([NH2:13])=[N:27][NH:28]3)=[CH:10][CH:9]=2)[CH:5]=[C:4]([N:17]2[CH2:21][CH2:20][CH2:19][CH:18]2[C:22]([F:25])([F:24])[F:23])[N:3]=1. (4) Given the reactants [CH3:1][C:2]([CH3:30])([CH3:29])[C:3](=[O:28])[CH2:4][O:5][C:6]1[CH:11]=[CH:10][C:9]([C:12]([C:17]2[S:21][C:20]([S:22]([NH2:25])(=[O:24])=[O:23])=[C:19]([CH3:26])[CH:18]=2)([CH2:15][CH3:16])[CH2:13][CH3:14])=[CH:8][C:7]=1[CH3:27].[CH:31]1([C:34](O)=[O:35])[CH2:33][CH2:32]1, predict the reaction product. The product is: [CH:31]1([C:34]([NH:25][S:22]([C:20]2[S:21][C:17]([C:12]([C:9]3[CH:10]=[CH:11][C:6]([O:5][CH2:4][C:3](=[O:28])[C:2]([CH3:1])([CH3:29])[CH3:30])=[C:7]([CH3:27])[CH:8]=3)([CH2:13][CH3:14])[CH2:15][CH3:16])=[CH:18][C:19]=2[CH3:26])(=[O:24])=[O:23])=[O:35])[CH2:33][CH2:32]1. (5) Given the reactants [CH3:1][O:2][C:3]1[CH:27]=[C:26]([O:28][CH3:29])[CH:25]=[CH:24][C:4]=1[CH2:5][NH:6][C:7]1[N:16]2[N:17]=[C:18]([CH2:20][OH:21])[N:19]=[C:15]2[C:14]2[CH:13]=[CH:12][CH:11]=[C:10]([O:22][CH3:23])[C:9]=2[N:8]=1, predict the reaction product. The product is: [CH3:1][O:2][C:3]1[CH:27]=[C:26]([O:28][CH3:29])[CH:25]=[CH:24][C:4]=1[CH2:5][NH:6][C:7]1[N:16]2[N:17]=[C:18]([CH:20]=[O:21])[N:19]=[C:15]2[C:14]2[CH:13]=[CH:12][CH:11]=[C:10]([O:22][CH3:23])[C:9]=2[N:8]=1. (6) Given the reactants C(O[C:6]([N:8]1[CH2:13][CH2:12][O:11][C@@H:10]([CH2:14][N:15]=[N+:16]=[N-:17])[CH2:9]1)=[O:7])(C)(C)C.Cl.FC1C(OC([C:29]2[N:30]=[N:31][C:32]([CH2:48][CH2:49][CH2:50][CH3:51])=[C:33]([C:35]3[CH:40]=[CH:39][C:38]([O:41][CH:42]4[CH2:47][CH2:46][CH2:45][CH2:44][CH2:43]4)=[CH:37][CH:36]=3)[CH:34]=2)=O)=C(F)C(F)=C(F)C=1F, predict the reaction product. The product is: [N:15]([CH2:14][C@@H:10]1[O:11][CH2:12][CH2:13][N:8]([C:6]([C:29]2[N:30]=[N:31][C:32]([CH2:48][CH2:49][CH2:50][CH3:51])=[C:33]([C:35]3[CH:36]=[CH:37][C:38]([O:41][CH:42]4[CH2:47][CH2:46][CH2:45][CH2:44][CH2:43]4)=[CH:39][CH:40]=3)[CH:34]=2)=[O:7])[CH2:9]1)=[N+:16]=[N-:17]. (7) Given the reactants [C:1]1([C:7]([CH2:9][C:10]2[CH:15]=[CH:14][CH:13]=[CH:12][CH:11]=2)=[O:8])[CH:6]=[CH:5][CH:4]=[CH:3][CH:2]=1.CC(C)([O-])C.[K+].[Br:22][C:23]1[CH:28]=[C:27]([CH2:29]Br)[CH:26]=[CH:25][C:24]=1[I:31], predict the reaction product. The product is: [Br:22][C:23]1[CH:28]=[C:27]([CH2:29][CH:9]([C:10]2[CH:11]=[CH:12][CH:13]=[CH:14][CH:15]=2)[C:7]([C:1]2[CH:2]=[CH:3][CH:4]=[CH:5][CH:6]=2)=[O:8])[CH:26]=[CH:25][C:24]=1[I:31]. (8) Given the reactants C(N(CC)CC)C.C1(P(C2C=CC=CC=2)C2C=CC=CC=2)C=CC=CC=1.ClC(Cl)(Cl)C(Cl)(Cl)Cl.O[C:36]1[CH:41]=[CH:40][C:39]([OH:42])=[CH:38][C:37]=1[NH:43][C:44]([C:46]1[O:50][N:49]=[C:48]([O:51][CH2:52][C@@H:53]([NH:55][C:56](=[O:62])[O:57][C:58]([CH3:61])([CH3:60])[CH3:59])[CH3:54])[CH:47]=1)=[O:45], predict the reaction product. The product is: [OH:42][C:39]1[CH:40]=[CH:41][C:36]2[O:45][C:44]([C:46]3[O:50][N:49]=[C:48]([O:51][CH2:52][C@@H:53]([NH:55][C:56](=[O:62])[O:57][C:58]([CH3:61])([CH3:60])[CH3:59])[CH3:54])[CH:47]=3)=[N:43][C:37]=2[CH:38]=1. (9) Given the reactants [Cl:1][C:2]1[CH:3]=[N:4][CH:5]=[C:6]([Cl:49])[C:7]=1[CH:8]([O:41][Si](CC)(CC)CC)[CH2:9][N:10]([CH2:33][C:34]1[CH:39]=[CH:38][C:37]([F:40])=[CH:36][CH:35]=1)[C:11]([C:13]1[CH:14]=[N:15][N:16]([C@H:22]2[CH2:27][CH2:26][C@H:25]([C:28]([O:30][CH2:31][CH3:32])=[O:29])[CH2:24][CH2:23]2)[C:17]=1[C:18]([F:21])([F:20])[F:19])=[O:12].CCCC[N+](CCCC)(CCCC)CCCC.[F-], predict the reaction product. The product is: [Cl:49][C:6]1[CH:5]=[N:4][CH:3]=[C:2]([Cl:1])[C:7]=1[CH:8]([OH:41])[CH2:9][N:10]([CH2:33][C:34]1[CH:39]=[CH:38][C:37]([F:40])=[CH:36][CH:35]=1)[C:11]([C:13]1[CH:14]=[N:15][N:16]([C@H:22]2[CH2:23][CH2:24][C@H:25]([C:28]([O:30][CH2:31][CH3:32])=[O:29])[CH2:26][CH2:27]2)[C:17]=1[C:18]([F:21])([F:20])[F:19])=[O:12]. (10) Given the reactants [C:1]([O:5][C:6](=[O:19])[NH:7][C@@H:8]([C@@H:16]1[CH2:18][O:17]1)[CH2:9][C:10]1[CH:15]=[CH:14][CH:13]=[CH:12][CH:11]=1)([CH3:4])([CH3:3])[CH3:2].[CH2:20]1[C:29]2[C:24](=[CH:25][CH:26]=[CH:27][CH:28]=2)[CH2:23][CH2:22][NH:21]1, predict the reaction product. The product is: [C:1]([O:5][C:6](=[O:19])[NH:7][C@H:8]([CH2:9][C:10]1[CH:15]=[CH:14][CH:13]=[CH:12][CH:11]=1)[C@@H:16]([OH:17])[CH2:18][N:21]1[CH2:22][CH2:23][C:24]2[C:29](=[CH:28][CH:27]=[CH:26][CH:25]=2)[CH2:20]1)([CH3:4])([CH3:3])[CH3:2].